This data is from Peptide-MHC class II binding affinity with 134,281 pairs from IEDB. The task is: Regression. Given a peptide amino acid sequence and an MHC pseudo amino acid sequence, predict their binding affinity value. This is MHC class II binding data. The peptide sequence is KTKEGVLYVGSKTKK. The MHC is HLA-DQA10101-DQB10501 with pseudo-sequence HLA-DQA10101-DQB10501. The binding affinity (normalized) is 0.102.